This data is from Catalyst prediction with 721,799 reactions and 888 catalyst types from USPTO. The task is: Predict which catalyst facilitates the given reaction. (1) Reactant: [Cl:1][C:2]1[CH:3]=[C:4]([C:9]2[N:10]3[CH2:18][CH2:17][N:16]=[C:11]3[S:12][C:13]=2[CH:14]=[O:15])[CH:5]=[CH:6][C:7]=1[Cl:8].[CH:19]1([Mg]Br)[CH2:21][CH2:20]1. Product: [CH:19]1([CH:14]([C:13]2[S:12][C:11]3=[N:16][CH2:17][CH2:18][N:10]3[C:9]=2[C:4]2[CH:5]=[CH:6][C:7]([Cl:8])=[C:2]([Cl:1])[CH:3]=2)[OH:15])[CH2:21][CH2:20]1. The catalyst class is: 1. (2) Reactant: [Cl:1][C:2]1[C:3]([C:37]2[CH2:42][CH2:41][CH2:40][CH2:39][CH:38]=2)=[CH:4][C:5]([O:35][CH3:36])=[C:6]([CH:34]=1)[C:7]([N:9]1[C:15]2[CH:16]=[CH:17][CH:18]=[CH:19][C:14]=2[CH2:13][N:12]2[C:20]([C:23]([N:25]([CH3:33])[CH2:26][C:27]3[CH:28]=[N:29][CH:30]=[CH:31][CH:32]=3)=[O:24])=[CH:21][CH:22]=[C:11]2[CH2:10]1)=[O:8].C(OCC)C.[C:48]([OH:57])(=[O:56])[C@@H:49]([C@H:51]([C:53]([OH:55])=[O:54])[OH:52])[OH:50]. Product: [OH2:8].[C:48]([OH:57])(=[O:56])[C@@H:49]([C@H:51]([C:53]([OH:55])=[O:54])[OH:52])[OH:50].[Cl:1][C:2]1[C:3]([C:37]2[CH2:42][CH2:41][CH2:40][CH2:39][CH:38]=2)=[CH:4][C:5]([O:35][CH3:36])=[C:6]([CH:34]=1)[C:7]([N:9]1[C:15]2[CH:16]=[CH:17][CH:18]=[CH:19][C:14]=2[CH2:13][N:12]2[C:20]([C:23]([N:25]([CH3:33])[CH2:26][C:27]3[CH:28]=[N:29][CH:30]=[CH:31][CH:32]=3)=[O:24])=[CH:21][CH:22]=[C:11]2[CH2:10]1)=[O:8].[Cl:1][C:2]1[C:3]([C:37]2[CH2:42][CH2:41][CH2:40][CH2:39][CH:38]=2)=[CH:4][C:5]([O:35][CH3:36])=[C:6]([CH:34]=1)[C:7]([N:9]1[C:15]2[CH:16]=[CH:17][CH:18]=[CH:19][C:14]=2[CH2:13][N:12]2[C:20]([C:23]([N:25]([CH2:26][C:27]3[CH:28]=[N:29][CH:30]=[CH:31][CH:32]=3)[CH3:33])=[O:24])=[CH:21][CH:22]=[C:11]2[CH2:10]1)=[O:8].[C:48]([OH:57])(=[O:56])[C@@H:49]([C@H:51]([C:53]([OH:55])=[O:54])[OH:52])[OH:50]. The catalyst class is: 5. (3) Reactant: [NH:1]([C:58]([O:60][C:61]([CH3:64])([CH3:63])[CH3:62])=[O:59])[CH2:2][C:3]([NH:5][C@H:6]([C:17]([N:19]1[CH2:57][CH2:56][CH2:55][C@H:20]1[C:21]([NH:23][C@H:24]([C:26]([NH:28][C@H:29]([C:45]([O:47]CC1C=CC=CC=1)=[O:46])[CH2:30][CH2:31][CH2:32][CH2:33][NH:34][C:35]([O:37][CH2:38][C:39]1[CH:44]=[CH:43][CH:42]=[CH:41][CH:40]=1)=[O:36])=[O:27])[CH3:25])=[O:22])=[O:18])[CH2:7][CH2:8][CH2:9][NH:10][C:11](=[NH:16])[NH:12][N+:13]([O-:15])=[O:14])=[O:4].[OH-].[Na+].Cl. Product: [NH:1]([C:58]([O:60][C:61]([CH3:62])([CH3:64])[CH3:63])=[O:59])[CH2:2][C:3]([NH:5][C@H:6]([C:17]([N:19]1[CH2:57][CH2:56][CH2:55][C@H:20]1[C:21]([NH:23][C@H:24]([C:26]([NH:28][C@H:29]([C:45]([OH:47])=[O:46])[CH2:30][CH2:31][CH2:32][CH2:33][NH:34][C:35]([O:37][CH2:38][C:39]1[CH:40]=[CH:41][CH:42]=[CH:43][CH:44]=1)=[O:36])=[O:27])[CH3:25])=[O:22])=[O:18])[CH2:7][CH2:8][CH2:9][NH:10][C:11](=[NH:16])[NH:12][N+:13]([O-:15])=[O:14])=[O:4]. The catalyst class is: 5. (4) Reactant: [CH2:1]([O:8][C:9]1[CH:14]=[CH:13][CH:12]=[CH:11][C:10]=1[C:15](=O)[CH3:16])[C:2]1[CH:7]=[CH:6][CH:5]=[CH:4][CH:3]=1.[C:18]([CH2:20][C:21]([O:23][C:24]([CH3:27])([CH3:26])[CH3:25])=[O:22])#[N:19].[N+:28]([C:31]1[CH:32]=[C:33]([CH:36]=[CH:37][CH:38]=1)[CH:34]=O)([O-:30])=[O:29].C([O-])(=O)C.[NH4+:43].C(=O)([O-])O.[Na+]. The catalyst class is: 11. Product: [NH2:19][C:18]1[N:43]=[C:15]([C:10]2[CH:11]=[CH:12][CH:13]=[CH:14][C:9]=2[O:8][CH2:1][C:2]2[CH:7]=[CH:6][CH:5]=[CH:4][CH:3]=2)[CH:16]=[C:34]([C:33]2[CH:36]=[CH:37][CH:38]=[C:31]([N+:28]([O-:30])=[O:29])[CH:32]=2)[C:20]=1[C:21]([O:23][C:24]([CH3:27])([CH3:26])[CH3:25])=[O:22]. (5) Reactant: [C:1]([O:5][C:6]([N:8]1[CH2:13][CH2:12][CH:11]([C:14]2[CH:15]=[N:16][C:17]([NH2:20])=[CH:18][CH:19]=2)[CH2:10][CH2:9]1)=[O:7])([CH3:4])([CH3:3])[CH3:2].[Br:21][C:22]1[CH:23]=[C:24](I)[C:25]2[N:26]([CH:28]=[CH:29][N:30]=2)[CH:27]=1.CC1(C)C2C(=C(P(C3C=CC=CC=3)C3C=CC=CC=3)C=CC=2)OC2C(P(C3C=CC=CC=3)C3C=CC=CC=3)=CC=CC1=2.C([O-])([O-])=O.[Cs+].[Cs+]. Product: [C:1]([O:5][C:6]([N:8]1[CH2:9][CH2:10][CH:11]([C:14]2[CH:15]=[N:16][C:17]([NH:20][C:24]3[C:25]4[N:26]([CH:28]=[CH:29][N:30]=4)[CH:27]=[C:22]([Br:21])[CH:23]=3)=[CH:18][CH:19]=2)[CH2:12][CH2:13]1)=[O:7])([CH3:4])([CH3:2])[CH3:3]. The catalyst class is: 62.